This data is from Forward reaction prediction with 1.9M reactions from USPTO patents (1976-2016). The task is: Predict the product of the given reaction. The product is: [F:1][C:2]1[CH:7]=[CH:6][CH:5]=[C:4]([F:8])[C:3]=1[N:9]1[C:14]2[N:15]=[C:16]([O:27][CH2:28][CH2:29][NH:30][C:39](=[O:41])[CH3:40])[N:17]=[C:18]([C:19]3[CH:24]=[CH:23][C:22]([F:25])=[CH:21][C:20]=3[CH3:26])[C:13]=2[CH:12]=[CH:11][C:10]1=[O:31]. Given the reactants [F:1][C:2]1[CH:7]=[CH:6][CH:5]=[C:4]([F:8])[C:3]=1[N:9]1[C:14]2[N:15]=[C:16]([O:27][CH2:28][CH2:29][NH2:30])[N:17]=[C:18]([C:19]3[CH:24]=[CH:23][C:22]([F:25])=[CH:21][C:20]=3[CH3:26])[C:13]=2[CH:12]=[CH:11][C:10]1=[O:31].C(N(CC)CC)C.[C:39](OC(=O)C)(=[O:41])[CH3:40], predict the reaction product.